Dataset: Full USPTO retrosynthesis dataset with 1.9M reactions from patents (1976-2016). Task: Predict the reactants needed to synthesize the given product. (1) Given the product [F:1][CH:2]([F:23])[O:3][C:4]1[CH:9]=[CH:8][C:7]([C:10]2[CH:18]=[CH:17][CH:16]=[C:15]3[C:11]=2[CH2:12][CH2:13][C:14]3=[O:19])=[C:6]([O:20][CH2:30][CH2:31][CH3:32])[C:5]=1[O:21][CH3:22], predict the reactants needed to synthesize it. The reactants are: [F:1][CH:2]([F:23])[O:3][C:4]1[CH:9]=[CH:8][C:7]([C:10]2[CH:18]=[CH:17][CH:16]=[C:15]3[C:11]=2[CH2:12][CH2:13][C:14]3=[O:19])=[C:6]([OH:20])[C:5]=1[O:21][CH3:22].C(=O)([O-])[O-].[K+].[K+].[CH2:30](Br)[CH2:31][CH3:32]. (2) The reactants are: Br[C:2]1[CH:3]=[CH:4][C:5]([Cl:9])=[C:6]([CH3:8])[CH:7]=1.OB(O)[C:12]1[CH:17]=[CH:16][CH:15]=[CH:14][CH:13]=1.C(=O)([O-])[O-].[K+].[K+]. Given the product [Cl:9][C:5]1[CH:4]=[CH:3][C:2]([C:12]2[CH:17]=[CH:16][CH:15]=[CH:14][CH:13]=2)=[CH:7][C:6]=1[CH3:8], predict the reactants needed to synthesize it. (3) The reactants are: [CH2:1]([C:3]1[CH:4]=[N:5][CH:6]=[CH:7][CH:8]=1)[CH3:2].N(C(C)(C)C#N)=NC(C)(C)C#N.[Br:21]N1C(=O)CCC1=O. Given the product [Br:21][CH:1]([C:3]1[CH:4]=[N:5][CH:6]=[CH:7][CH:8]=1)[CH3:2], predict the reactants needed to synthesize it. (4) The reactants are: [N:1]1[CH:6]=[CH:5][CH:4]=[CH:3][C:2]=1[C:7](O)=O.C(N1C=CN=C1)(N1C=CN=C1)=O.[CH3:22][NH:23][C:24](=[S:27])[NH:25][NH2:26].O. Given the product [CH3:22][N:23]1[C:7]([C:2]2[CH:3]=[CH:4][CH:5]=[CH:6][N:1]=2)=[N:26][N:25]=[C:24]1[SH:27], predict the reactants needed to synthesize it. (5) Given the product [CH:34]1([C:2]2[C:10]3[C:5](=[N:6][CH:7]=[CH:8][C:9]=3[O:11][C:12]3[C:17]([F:18])=[CH:16][C:15]([NH:19][C:20](=[O:22])[CH3:21])=[CH:14][C:13]=3[F:23])[N:4]([S:24]([C:27]3[CH:32]=[CH:31][C:30]([CH3:33])=[CH:29][CH:28]=3)(=[O:26])=[O:25])[CH:3]=2)[CH2:36][CH2:35]1, predict the reactants needed to synthesize it. The reactants are: Br[C:2]1[C:10]2[C:5](=[N:6][CH:7]=[CH:8][C:9]=2[O:11][C:12]2[C:17]([F:18])=[CH:16][C:15]([NH:19][C:20](=[O:22])[CH3:21])=[CH:14][C:13]=2[F:23])[N:4]([S:24]([C:27]2[CH:32]=[CH:31][C:30]([CH3:33])=[CH:29][CH:28]=2)(=[O:26])=[O:25])[CH:3]=1.[CH:34]1(B(O)O)[CH2:36][CH2:35]1.C1(P(C2CCCCC2)C2CCCCC2)CCCCC1.P([O-])([O-])([O-])=O.[K+].[K+].[K+]. (6) Given the product [Br:10][C:11]1[CH:18]=[CH:17][CH:16]=[CH:15][C:12]=1[CH:13]1[C:2]([C:1]([O:7][CH2:8][CH3:9])=[O:6])=[C:3]([CH3:5])[NH:19][C:3]([CH3:5])=[C:2]1[C:1]([O:7][CH2:8][CH3:9])=[O:20], predict the reactants needed to synthesize it. The reactants are: [C:1]([O:7][CH2:8][CH3:9])(=[O:6])[CH2:2][C:3]([CH3:5])=O.[Br:10][C:11]1[CH:18]=[CH:17][CH:16]=[CH:15][C:12]=1[CH:13]=O.[NH4+:19].[OH-:20].